Dataset: Catalyst prediction with 721,799 reactions and 888 catalyst types from USPTO. Task: Predict which catalyst facilitates the given reaction. Reactant: [N+:1]([C:4]1[CH:14]([CH2:15][NH:16][C:17]2[CH:22]=[CH:21][C:20]([C:23]3[NH:27][N:26]=[CH:25][CH:24]=3)=[CH:19][CH:18]=2)[CH:8]2[CH2:9][C:10]([CH3:13])([CH3:12])[O:11][C:7]2=[C:6]([CH3:28])[C:5]=1[CH3:29])([O-])=O. Product: [NH2:1][C:4]1[CH:14]([CH2:15][NH:16][C:17]2[CH:18]=[CH:19][C:20]([C:23]3[NH:27][N:26]=[CH:25][CH:24]=3)=[CH:21][CH:22]=2)[CH:8]2[CH2:9][C:10]([CH3:13])([CH3:12])[O:11][C:7]2=[C:6]([CH3:28])[C:5]=1[CH3:29]. The catalyst class is: 183.